The task is: Binary Classification. Given a miRNA mature sequence and a target amino acid sequence, predict their likelihood of interaction.. This data is from Experimentally validated miRNA-target interactions with 360,000+ pairs, plus equal number of negative samples. (1) Result: 0 (no interaction). The protein sequence of the target gene is MYEALPGPAPENEDGLVKVKEEDPTWEQVCNSQEGSSHTQEICRLRFRHFCYQEAHGPQEALAQLRELCHQWLRPEMHTKEQIMELLVLEQFLTILPKELQPCVKTYPLESGEEAVTVLENLETGSGDTGQQASVYIQGQDMHPMVAEYQGVSLECQSLQLLPGITTLKCEPPQRPQGNPQEVSGPVPHGSAHLQEKNPRDKAVVPVFNPVRSQTLVKTEEETAQAVAAEKWSHLSLTRRNLCGNSAQETVMSLSPMTEEIVTKDRLFKAKQETSEEMEQSGEASGKPNRECAPQIPCST.... The miRNA is hsa-miR-374c-5p with sequence AUAAUACAACCUGCUAAGUGCU. (2) Result: 0 (no interaction). The protein sequence of the target gene is MASSSSVPASSTPSKKPRDKIADWFRQALLKKPKKMPISQESHLYDGSQTATQDGLSPSSCSSPPSHSSPESRSSPSSCSSGMSPTSPPTHVDSSSSSSGRWSKDYDVCVCHSEEDLEAAQELVSYLEGSQASLRCFLQLRDAAPGGAIVSELCQALSRSHCRALLITPGFLRDPWCKYQMLQALTEAPASEGCTIPLLSGLSRAAYPPELRFMYYVDGRGKDGGFYQVKEAVIHYLETLS. The miRNA is hsa-miR-4661-3p with sequence CAGGAUCCACAGAGCUAGUCCA. (3) The miRNA is mmu-miR-101b-3p with sequence GUACAGUACUGUGAUAGCU. The protein sequence of the target gene is MPRSRNPSQGMPRDSSDSCGLSPVETPKGKKRARSLDRQVPRKKDPESSNTRCPSSATCRRTASDGARSSESPSHFAEAQGATAAALPPGEGRGFLPSEQGPPEDTKKERLPREAQQSWLRLVLNILLMRIEEPREKASRASKGKGDLPEAAEEPALRKKSHEKRTSRKKHSHRKPIAEEPPGPQTAEAQGREDVPPSLAASSAPHEIALGLICRGGPDSDLPQALPTEGDHAETPDSFGQASGPPLEEDPRKPDQDDVIWQIVELLKKAGDQLEEEQVQIPQPEAVPPRKPTPLPRKKS.... Result: 1 (interaction).